From a dataset of Forward reaction prediction with 1.9M reactions from USPTO patents (1976-2016). Predict the product of the given reaction. (1) The product is: [F:23][C:24]1[C:25]([C:2]2[CH:3]=[C:4]([C:9]3[N:10]=[C:11]([C:15]4[CH:20]=[CH:19][C:18]([O:21][CH3:22])=[CH:17][CH:16]=4)[N:12]=[N:13][CH:14]=3)[CH:5]=[CH:6][C:7]=2[F:8])=[N:26][CH:27]=[C:28]([F:30])[CH:29]=1. Given the reactants Br[C:2]1[CH:3]=[C:4]([C:9]2[N:10]=[C:11]([C:15]3[CH:20]=[CH:19][C:18]([O:21][CH3:22])=[CH:17][CH:16]=3)[N:12]=[N:13][CH:14]=2)[CH:5]=[CH:6][C:7]=1[F:8].[F:23][C:24]1[C:25]([Sn](C)(C)C)=[N:26][CH:27]=[C:28]([F:30])[CH:29]=1, predict the reaction product. (2) Given the reactants [C:1]([O:5][C:6](=[O:43])[N:7]([C:19]1[CH:20]=[CH:21][C:22]2[N:27]([C:28]3[CH:33]=[CH:32][CH:31]=[C:30](Cl)[CH:29]=3)[C:26](=[O:35])[C:25]([CH3:41])([CH2:36][CH:37]=[C:38]([CH3:40])[CH3:39])[O:24][C:23]=2[N:42]=1)[CH2:8][C:9]1[CH:14]=[CH:13][C:12]([O:15][CH3:16])=[CH:11][C:10]=1[O:17][CH3:18])([CH3:4])([CH3:3])[CH3:2], predict the reaction product. The product is: [C:1]([O:5][C:6](=[O:43])[N:7]([CH2:8][C:9]1[CH:14]=[CH:13][C:12]([O:15][CH3:16])=[CH:11][C:10]=1[O:17][CH3:18])[C:19]1[CH:20]=[CH:21][C:22]2[N:27]([C:28]3[CH:29]=[CH:30][CH:31]=[CH:32][CH:33]=3)[C:26](=[O:35])[C:25]([CH3:41])([CH2:36][CH2:37][CH:38]([CH3:39])[CH3:40])[O:24][C:23]=2[N:42]=1)([CH3:2])([CH3:3])[CH3:4].